From a dataset of NCI-60 drug combinations with 297,098 pairs across 59 cell lines. Regression. Given two drug SMILES strings and cell line genomic features, predict the synergy score measuring deviation from expected non-interaction effect. (1) Drug 1: CC1=C2C(C(=O)C3(C(CC4C(C3C(C(C2(C)C)(CC1OC(=O)C(C(C5=CC=CC=C5)NC(=O)OC(C)(C)C)O)O)OC(=O)C6=CC=CC=C6)(CO4)OC(=O)C)OC)C)OC. Drug 2: C1=NC2=C(N=C(N=C2N1C3C(C(C(O3)CO)O)O)F)N. Cell line: A549. Synergy scores: CSS=58.2, Synergy_ZIP=10.0, Synergy_Bliss=9.61, Synergy_Loewe=-18.1, Synergy_HSA=9.37. (2) Drug 1: C1=CC(=CC=C1CCC2=CNC3=C2C(=O)NC(=N3)N)C(=O)NC(CCC(=O)O)C(=O)O. Drug 2: CNC(=O)C1=NC=CC(=C1)OC2=CC=C(C=C2)NC(=O)NC3=CC(=C(C=C3)Cl)C(F)(F)F. Cell line: M14. Synergy scores: CSS=30.6, Synergy_ZIP=-4.43, Synergy_Bliss=-6.31, Synergy_Loewe=-4.10, Synergy_HSA=-3.30. (3) Drug 1: COC1=CC(=CC(=C1O)OC)C2C3C(COC3=O)C(C4=CC5=C(C=C24)OCO5)OC6C(C(C7C(O6)COC(O7)C8=CC=CS8)O)O. Cell line: RPMI-8226. Drug 2: C1=CC(=CC=C1CC(C(=O)O)N)N(CCCl)CCCl.Cl. Synergy scores: CSS=58.4, Synergy_ZIP=-2.48, Synergy_Bliss=0.0491, Synergy_Loewe=-19.9, Synergy_HSA=1.62. (4) Drug 1: CCC(=C(C1=CC=CC=C1)C2=CC=C(C=C2)OCCN(C)C)C3=CC=CC=C3.C(C(=O)O)C(CC(=O)O)(C(=O)O)O. Drug 2: C1CN(CCN1C(=O)CCBr)C(=O)CCBr. Cell line: NCI/ADR-RES. Synergy scores: CSS=12.7, Synergy_ZIP=-5.00, Synergy_Bliss=-1.54, Synergy_Loewe=-2.06, Synergy_HSA=-1.40.